This data is from Forward reaction prediction with 1.9M reactions from USPTO patents (1976-2016). The task is: Predict the product of the given reaction. (1) Given the reactants [NH2:1][C:2]1[C:3]([CH3:13])=[C:4]([CH:9]=[C:10]([Br:12])[CH:11]=1)[C:5]([O:7][CH3:8])=[O:6].[O:14]1[CH2:19][CH2:18][C:17](=O)[CH2:16][CH2:15]1.C(O)(=O)C.C(O[BH-](OC(=O)C)OC(=O)C)(=O)C.[Na+], predict the reaction product. The product is: [Br:12][C:10]1[CH:11]=[C:2]([NH:1][CH:17]2[CH2:18][CH2:19][O:14][CH2:15][CH2:16]2)[C:3]([CH3:13])=[C:4]([CH:9]=1)[C:5]([O:7][CH3:8])=[O:6]. (2) Given the reactants [F:1][C:2]([F:7])([F:6])[C:3]([OH:5])=[O:4].[CH2:8]([O:12][C:13]1([C:37]2[CH:42]=[CH:41][CH:40]=[CH:39][C:38]=2[F:43])[CH2:16][N:15]([C:17](=[O:36])[C@H:18]([NH:28]C(=O)OC(C)(C)C)[CH2:19][C:20]2[CH:25]=[CH:24][C:23]([O:26][CH3:27])=[CH:22][CH:21]=2)[CH2:14]1)[CH2:9][CH2:10][CH3:11], predict the reaction product. The product is: [F:1][C:2]([F:7])([F:6])[C:3]([OH:5])=[O:4].[NH2:28][C@H:18]([CH2:19][C:20]1[CH:25]=[CH:24][C:23]([O:26][CH3:27])=[CH:22][CH:21]=1)[C:17]([N:15]1[CH2:16][C:13]([O:12][CH2:8][CH2:9][CH2:10][CH3:11])([C:37]2[CH:42]=[CH:41][CH:40]=[CH:39][C:38]=2[F:43])[CH2:14]1)=[O:36]. (3) Given the reactants Cl[C:2]1[CH:3]=[CH:4][C:5](=[O:9])[N:6]([CH3:8])[N:7]=1.[CH3:10][C:11]1[CH:17]=[C:16](B2OC(C)(C)C(C)(C)O2)[CH:15]=[C:14]([CH3:27])[C:12]=1[NH2:13], predict the reaction product. The product is: [NH2:13][C:12]1[C:14]([CH3:27])=[CH:15][C:16]([C:2]2[CH:3]=[CH:4][C:5](=[O:9])[N:6]([CH3:8])[N:7]=2)=[CH:17][C:11]=1[CH3:10]. (4) Given the reactants [NH2:1][C:2]1[CH:3]=[C:4]([C:12]2[O:13][C:14]3[CH:20]=[C:19]([CH3:21])[CH:18]=[CH:17][C:15]=3[N:16]=2)[C:5]([NH:8][CH2:9][CH2:10][CH3:11])=[CH:6][CH:7]=1.[CH:22]1[C:27]([C:28]([OH:30])=[O:29])=[CH:26][C:25]2[C:31]([O:33][C:34](=O)[C:24]=2[CH:23]=1)=[O:32], predict the reaction product. The product is: [CH3:21][C:19]1[CH:18]=[CH:17][C:15]2[N:16]=[C:12]([C:4]3[CH:3]=[C:2]([N:1]4[C:31](=[O:32])[C:25]5[C:24](=[CH:23][CH:22]=[C:27]([C:28]([OH:30])=[O:29])[CH:26]=5)[C:34]4=[O:33])[CH:7]=[CH:6][C:5]=3[NH:8][CH2:9][CH2:10][CH3:11])[O:13][C:14]=2[CH:20]=1.